This data is from Full USPTO retrosynthesis dataset with 1.9M reactions from patents (1976-2016). The task is: Predict the reactants needed to synthesize the given product. (1) The reactants are: [N+:1]([C:4]1[CH:12]=[C:11]2[C:7]([C:8]([CH:21]=[O:22])=[N:9][N:10]2[CH2:13][O:14][CH2:15][CH2:16][Si:17]([CH3:20])([CH3:19])[CH3:18])=[CH:6][CH:5]=1)([O-:3])=[O:2].CC(=CC)C.P([O-])(O)(O)=O.[Na+].Cl([O-])=O.[Na+].C[Si](C=[N+]=[N-])(C)C.C[C:46](O)=[O:47]. Given the product [N+:1]([C:4]1[CH:12]=[C:11]2[C:7]([C:8]([C:21]([O:47][CH3:46])=[O:22])=[N:9][N:10]2[CH2:13][O:14][CH2:15][CH2:16][Si:17]([CH3:18])([CH3:19])[CH3:20])=[CH:6][CH:5]=1)([O-:3])=[O:2], predict the reactants needed to synthesize it. (2) Given the product [NH3:4].[F:1][C:2]1[CH:3]=[N:4][C:5]([O:17][C:18]2[CH:23]=[CH:22][CH:21]=[C:20]([S:24][CH3:25])[CH:19]=2)=[C:6]([CH:16]=1)[C:7]([NH:9][CH:10]1[CH2:11][CH2:12][N:13]([C:36]([CH:33]2[CH2:35][CH2:34]2)=[O:37])[CH2:14][CH2:15]1)=[O:8], predict the reactants needed to synthesize it. The reactants are: [F:1][C:2]1[CH:3]=[N:4][C:5]([O:17][C:18]2[CH:23]=[CH:22][CH:21]=[C:20]([S:24][CH3:25])[CH:19]=2)=[C:6]([CH:16]=1)[C:7]([NH:9][CH:10]1[CH2:15][CH2:14][NH:13][CH2:12][CH2:11]1)=[O:8].C(N(CC)CC)C.[CH:33]1([C:36](Cl)=[O:37])[CH2:35][CH2:34]1.Cl.CN(C)CCCN=C=NCC. (3) The reactants are: Br[C:2]1[CH:7]=[CH:6][C:5]([Cl:8])=[C:4]([F:9])[CH:3]=1.[Mg].[CH3:11][C:12]([S@:15](/[N:17]=[CH:18]/[C:19]1[CH:20]=[N:21][N:22]([CH3:24])[CH:23]=1)=[O:16])([CH3:14])[CH3:13]. Given the product [Cl:8][C:5]1[CH:6]=[CH:7][C:2]([C@@H:18]([C:19]2[CH:20]=[N:21][N:22]([CH3:24])[CH:23]=2)[NH:17][S@@:15]([C:12]([CH3:14])([CH3:13])[CH3:11])=[O:16])=[CH:3][C:4]=1[F:9], predict the reactants needed to synthesize it. (4) Given the product [ClH:25].[CH2:19]([NH:18][C:17](=[O:22])[CH2:16][NH:14][CH3:13])[CH:20]=[CH2:21], predict the reactants needed to synthesize it. The reactants are: FC(F)(F)C(O)=O.C(O[C:13](=O)[N:14]([CH2:16][C:17](=[O:22])[NH:18][CH2:19][CH:20]=[CH2:21])C)(C)(C)C.C(Cl)[Cl:25]. (5) The reactants are: [CH:1]1([N:4](CC2C=CC(OC)=CC=2)[C:5]2[C:10]3=[N:11][CH:12]=[C:13]([C:14]#[N:15])[N:9]3[N:8]=[C:7](S(C)(=O)=O)[N:6]=2)[CH2:3][CH2:2]1.[NH2:29][C:30]1[CH:31]=[C:32]([CH:35]=[C:36]([N:39]2[CH2:44][CH2:43][N:42]([CH:45]3[CH2:48][O:47][CH2:46]3)[CH:41]([C:49]([N:51]3[CH2:56][CH2:55][O:54][CH2:53][CH2:52]3)=[O:50])[CH2:40]2)[C:37]=1[Cl:38])[C:33]#[N:34].CC1(C)C2C(=C(P(C3C=CC=CC=3)C3C=CC=CC=3)C=CC=2)OC2C(P(C3C=CC=CC=3)C3C=CC=CC=3)=CC=CC1=2.C(=O)([O-])[O-].[Cs+].[Cs+]. Given the product [Cl:38][C:37]1[C:36]([N:39]2[CH2:44][CH2:43][N:42]([CH:45]3[CH2:46][O:47][CH2:48]3)[CH:41]([C:49]([N:51]3[CH2:52][CH2:53][O:54][CH2:55][CH2:56]3)=[O:50])[CH2:40]2)=[CH:35][C:32]([C:33]#[N:34])=[CH:31][C:30]=1[NH:29][C:7]1[N:6]=[C:5]([NH:4][CH:1]2[CH2:2][CH2:3]2)[C:10]2=[N:11][CH:12]=[C:13]([C:14]#[N:15])[N:9]2[N:8]=1, predict the reactants needed to synthesize it.